Dataset: Catalyst prediction with 721,799 reactions and 888 catalyst types from USPTO. Task: Predict which catalyst facilitates the given reaction. Reactant: [NH2:1][C:2]1[S:6][N:5]=[C:4](/[C:7](=[N:42]/[O:43]C(C2C=CC=CC=2)(C2C=CC=CC=2)C2C=CC=CC=2)/[C:8]([NH:10][C@@H:11]2[C:18](=[O:19])[N:17]3[C@@H:12]2[S:13][CH2:14][C:15](/[CH:23]=[C:24]2/[C:25](=[O:41])[N:26]([C@@H:29]4[CH2:33][CH2:32][N:31](C(OC(C)(C)C)=O)[CH2:30]4)[CH2:27][CH2:28]/2)=[C:16]3[C:20]([OH:22])=[O:21])=[O:9])[N:3]=1.C([SiH](CC)CC)C.FC(F)(F)C(O)=O. Product: [NH2:1][C:2]1[S:6][N:5]=[C:4](/[C:7](=[N:42]/[OH:43])/[C:8]([NH:10][C@@H:11]2[C:18](=[O:19])[N:17]3[C@@H:12]2[S:13][CH2:14][C:15](/[CH:23]=[C:24]2/[C:25](=[O:41])[N:26]([C@@H:29]4[CH2:33][CH2:32][NH:31][CH2:30]4)[CH2:27][CH2:28]/2)=[C:16]3[C:20]([OH:22])=[O:21])=[O:9])[N:3]=1. The catalyst class is: 4.